Dataset: NCI-60 drug combinations with 297,098 pairs across 59 cell lines. Task: Regression. Given two drug SMILES strings and cell line genomic features, predict the synergy score measuring deviation from expected non-interaction effect. (1) Drug 1: C1=NC2=C(N1)C(=S)N=C(N2)N. Drug 2: C1=CN(C(=O)N=C1N)C2C(C(C(O2)CO)O)O.Cl. Cell line: HCT-15. Synergy scores: CSS=38.5, Synergy_ZIP=-4.59, Synergy_Bliss=-2.63, Synergy_Loewe=-8.93, Synergy_HSA=-0.653. (2) Drug 1: CC1=C(C(CCC1)(C)C)C=CC(=CC=CC(=CC(=O)O)C)C. Drug 2: C#CCC(CC1=CN=C2C(=N1)C(=NC(=N2)N)N)C3=CC=C(C=C3)C(=O)NC(CCC(=O)O)C(=O)O. Cell line: OVCAR-5. Synergy scores: CSS=51.4, Synergy_ZIP=2.23, Synergy_Bliss=0.0807, Synergy_Loewe=-29.0, Synergy_HSA=-0.621. (3) Drug 1: CN(C)C1=NC(=NC(=N1)N(C)C)N(C)C. Drug 2: CC12CCC3C(C1CCC2O)C(CC4=C3C=CC(=C4)O)CCCCCCCCCS(=O)CCCC(C(F)(F)F)(F)F. Cell line: MCF7. Synergy scores: CSS=12.1, Synergy_ZIP=-1.55, Synergy_Bliss=-4.64, Synergy_Loewe=-11.8, Synergy_HSA=-7.02. (4) Drug 1: C(=O)(N)NO. Drug 2: C1CNP(=O)(OC1)N(CCCl)CCCl. Cell line: SNB-19. Synergy scores: CSS=-2.42, Synergy_ZIP=0.866, Synergy_Bliss=0.0314, Synergy_Loewe=-0.740, Synergy_HSA=-2.68. (5) Drug 1: C(=O)(N)NO. Drug 2: COC1=NC(=NC2=C1N=CN2C3C(C(C(O3)CO)O)O)N. Cell line: LOX IMVI. Synergy scores: CSS=-1.27, Synergy_ZIP=0.493, Synergy_Bliss=-2.65, Synergy_Loewe=-2.73, Synergy_HSA=-4.47. (6) Drug 1: CN(CC1=CN=C2C(=N1)C(=NC(=N2)N)N)C3=CC=C(C=C3)C(=O)NC(CCC(=O)O)C(=O)O. Drug 2: C1C(C(OC1N2C=NC3=C(N=C(N=C32)Cl)N)CO)O. Cell line: HT29. Synergy scores: CSS=10.3, Synergy_ZIP=-5.57, Synergy_Bliss=-12.0, Synergy_Loewe=-27.9, Synergy_HSA=-14.3. (7) Drug 1: CC1=CC=C(C=C1)C2=CC(=NN2C3=CC=C(C=C3)S(=O)(=O)N)C(F)(F)F. Drug 2: C(CN)CNCCSP(=O)(O)O. Cell line: M14. Synergy scores: CSS=-0.750, Synergy_ZIP=1.49, Synergy_Bliss=1.50, Synergy_Loewe=-0.365, Synergy_HSA=-0.719. (8) Drug 1: C1=NC2=C(N1)C(=S)N=CN2. Drug 2: COC1=NC(=NC2=C1N=CN2C3C(C(C(O3)CO)O)O)N. Cell line: MDA-MB-435. Synergy scores: CSS=8.59, Synergy_ZIP=-1.80, Synergy_Bliss=1.39, Synergy_Loewe=-4.69, Synergy_HSA=-0.288.